Dataset: Catalyst prediction with 721,799 reactions and 888 catalyst types from USPTO. Task: Predict which catalyst facilitates the given reaction. (1) Product: [N:27]([CH:4]([C:6]1[CH:11]=[CH:10][CH:9]=[CH:8][C:7]=1[F:12])[CH:1]1[CH2:3][CH2:2]1)=[N+:28]=[N-:29]. The catalyst class is: 1. Reactant: [CH:1]1([CH:4]([C:6]2[CH:11]=[CH:10][CH:9]=[CH:8][C:7]=2[F:12])O)[CH2:3][CH2:2]1.C1(P([N:27]=[N+:28]=[N-:29])(C2C=CC=CC=2)=O)C=CC=CC=1.C1CCN2C(=NCCC2)CC1. (2) The catalyst class is: 1. Reactant: [CH3:1][O:2][CH2:3][C:4]([NH:6][CH2:7]/[CH:8]=[CH:9]/[C:10]1[CH:11]=[C:12]2[C:17](=[CH:18][CH:19]=1)[N:16]=[CH:15][N:14]=[C:13]2[NH:20][C:21]1[CH:26]=[CH:25][C:24]([O:27][C:28]2[CH:29]=[N:30][C:31]([CH3:34])=[CH:32][CH:33]=2)=[C:23]([CH3:35])[CH:22]=1)=[O:5].[C:36]1([S:42]([OH:45])(=[O:44])=[O:43])[CH:41]=[CH:40][CH:39]=[CH:38][CH:37]=1.C(OCC)C. Product: [S:42]([C:36]1[CH:41]=[CH:40][CH:39]=[CH:38][CH:37]=1)([OH:45])(=[O:44])=[O:43].[CH3:1][O:2][CH2:3][C:4]([NH:6][CH2:7]/[CH:8]=[CH:9]/[C:10]1[CH:11]=[C:12]2[C:17](=[CH:18][CH:19]=1)[N:16]=[CH:15][N:14]=[C:13]2[NH:20][C:21]1[CH:26]=[CH:25][C:24]([O:27][C:28]2[CH:29]=[N:30][C:31]([CH3:34])=[CH:32][CH:33]=2)=[C:23]([CH3:35])[CH:22]=1)=[O:5]. (3) The catalyst class is: 2. Product: [Br:25][C:16]1[CH:15]=[C:14]2[C:5]([CH:6]3[CH:11]([CH:12]([C:17]4[CH:22]=[CH:21][C:20]([O:23][CH3:24])=[CH:19][CH:18]=4)[CH2:13]2)[CH2:10][CH2:9][CH2:8][CH2:7]3)=[CH:4][C:3]=1[O:2][CH3:1]. Reactant: [CH3:1][O:2][C:3]1[CH:4]=[C:5]2[C:14](=[CH:15][CH:16]=1)[CH2:13][CH:12]([C:17]1[CH:22]=[CH:21][C:20]([O:23][CH3:24])=[CH:19][CH:18]=1)[CH:11]1[CH:6]2[CH2:7][CH2:8][CH2:9][CH2:10]1.[Br:25]Br.